The task is: Predict the reactants needed to synthesize the given product.. This data is from Full USPTO retrosynthesis dataset with 1.9M reactions from patents (1976-2016). (1) Given the product [C:41]([C:40]1[NH:36][C:37]([C:2]2[CH:3]=[C:4]([CH:19]=[CH:20][C:21]=2[N:22]2[CH2:23][C@H:24]([OH:28])[C@@H:25]([OH:27])[CH2:26]2)[C:5]([NH:7][C:8]2[CH:13]=[CH:12][C:11]([O:14][C:15]([F:17])([F:18])[F:16])=[CH:10][CH:9]=2)=[O:6])=[CH:38][CH:39]=1)#[N:42], predict the reactants needed to synthesize it. The reactants are: Br[C:2]1[CH:3]=[C:4]([CH:19]=[CH:20][C:21]=1[N:22]1[CH2:26][C@H:25]([OH:27])[C@@H:24]([OH:28])[CH2:23]1)[C:5]([NH:7][C:8]1[CH:13]=[CH:12][C:11]([O:14][C:15]([F:18])([F:17])[F:16])=[CH:10][CH:9]=1)=[O:6].C(OC([N:36]1[C:40]([C:41]#[N:42])=[CH:39][CH:38]=[C:37]1B(O)O)=O)(C)(C)C.C([O-])([O-])=O.[Na+].[Na+].COCCOC. (2) Given the product [F:12][C:13]1[C:14]([C:20]([NH:10][NH2:11])=[O:22])=[N:15][CH:16]=[C:17]([F:19])[CH:18]=1, predict the reactants needed to synthesize it. The reactants are: FC1N=C(C([NH:10][NH2:11])=O)C=CC=1.[F:12][C:13]1[C:14]([C:20]([OH:22])=O)=[N:15][CH:16]=[C:17]([F:19])[CH:18]=1.FC1N=C(C(O)=O)C=CC=1.